From a dataset of NCI-60 drug combinations with 297,098 pairs across 59 cell lines. Regression. Given two drug SMILES strings and cell line genomic features, predict the synergy score measuring deviation from expected non-interaction effect. (1) Drug 1: C1=CC(=CC=C1CC(C(=O)O)N)N(CCCl)CCCl.Cl. Drug 2: CCC1(CC2CC(C3=C(CCN(C2)C1)C4=CC=CC=C4N3)(C5=C(C=C6C(=C5)C78CCN9C7C(C=CC9)(C(C(C8N6C=O)(C(=O)OC)O)OC(=O)C)CC)OC)C(=O)OC)O.OS(=O)(=O)O. Cell line: SF-539. Synergy scores: CSS=25.5, Synergy_ZIP=-7.00, Synergy_Bliss=-0.147, Synergy_Loewe=-11.8, Synergy_HSA=0.947. (2) Drug 1: CC12CCC3C(C1CCC2O)C(CC4=C3C=CC(=C4)O)CCCCCCCCCS(=O)CCCC(C(F)(F)F)(F)F. Drug 2: C1CNP(=O)(OC1)N(CCCl)CCCl. Cell line: MDA-MB-231. Synergy scores: CSS=1.11, Synergy_ZIP=-0.680, Synergy_Bliss=-1.77, Synergy_Loewe=-5.02, Synergy_HSA=-2.17. (3) Drug 1: CC1CCC2CC(C(=CC=CC=CC(CC(C(=O)C(C(C(=CC(C(=O)CC(OC(=O)C3CCCCN3C(=O)C(=O)C1(O2)O)C(C)CC4CCC(C(C4)OC)O)C)C)O)OC)C)C)C)OC. Drug 2: CC12CCC3C(C1CCC2O)C(CC4=C3C=CC(=C4)O)CCCCCCCCCS(=O)CCCC(C(F)(F)F)(F)F. Cell line: SF-539. Synergy scores: CSS=-4.37, Synergy_ZIP=2.46, Synergy_Bliss=1.42, Synergy_Loewe=-9.26, Synergy_HSA=-5.05. (4) Drug 1: CC1=C(C=C(C=C1)NC2=NC=CC(=N2)N(C)C3=CC4=NN(C(=C4C=C3)C)C)S(=O)(=O)N.Cl. Cell line: OVCAR3. Drug 2: CCCCCOC(=O)NC1=NC(=O)N(C=C1F)C2C(C(C(O2)C)O)O. Synergy scores: CSS=1.15, Synergy_ZIP=0.184, Synergy_Bliss=0.717, Synergy_Loewe=-0.511, Synergy_HSA=-1.45.